Dataset: Forward reaction prediction with 1.9M reactions from USPTO patents (1976-2016). Task: Predict the product of the given reaction. (1) Given the reactants Br[C:2]1[CH:11]=[CH:10][C:5]2[C:6](=[O:9])[O:7][CH2:8][C:4]=2[C:3]=1[F:12].[CH2:13]([Sn](CCCC)(CCCC)CCCC)[CH:14]=[CH2:15].[Cl-].[Li+], predict the reaction product. The product is: [CH2:15]([C:2]1[CH:11]=[CH:10][C:5]2[C:6](=[O:9])[O:7][CH2:8][C:4]=2[C:3]=1[F:12])[CH:14]=[CH2:13]. (2) Given the reactants Br[C:2]1[C:6]2[O:7][C:8]([N:12]3[CH2:17][CH2:16][O:15][CH2:14][CH2:13]3)=[CH:9][C:10](=[O:11])[C:5]=2[S:4][CH:3]=1.[CH3:18][C:19]1[C:27]2[C:22](=[CH:23][C:24](B(O)O)=[CH:25][CH:26]=2)[NH:21][N:20]=1.C([O-])([O-])=O.[Na+].[Na+], predict the reaction product. The product is: [CH3:18][C:19]1[C:27]2[C:22](=[CH:23][C:24]([C:2]3[C:6]4[O:7][C:8]([N:12]5[CH2:17][CH2:16][O:15][CH2:14][CH2:13]5)=[CH:9][C:10](=[O:11])[C:5]=4[S:4][CH:3]=3)=[CH:25][CH:26]=2)[NH:21][N:20]=1. (3) Given the reactants [CH2:1]([N:3]([CH2:16][CH3:17])[C:4](=[O:15])[C:5]1[CH:10]=[CH:9][C:8](F)=[C:7]([N+:12]([O-:14])=[O:13])[CH:6]=1)[CH3:2].[NH2:18][CH2:19][CH2:20][NH:21][C:22](=[O:24])[CH3:23], predict the reaction product. The product is: [C:22]([NH:21][CH2:20][CH2:19][NH:18][C:8]1[CH:9]=[CH:10][C:5]([C:4]([N:3]([CH2:16][CH3:17])[CH2:1][CH3:2])=[O:15])=[CH:6][C:7]=1[N+:12]([O-:14])=[O:13])(=[O:24])[CH3:23]. (4) Given the reactants Br[CH2:2][C:3]([C:5]1[CH:10]=[CH:9][C:8]([OH:11])=[CH:7][CH:6]=1)=[O:4].[CH3:12][O-:13].[Na+].Cl, predict the reaction product. The product is: [OH:11][C:8]1[CH:9]=[CH:10][C:5]([C:3](=[O:4])[CH2:2][O:13][CH3:12])=[CH:6][CH:7]=1. (5) Given the reactants Cl[C:2]1[N:10]=[C:9](Cl)[CH:8]=[CH:7][C:3]=1[C:4]([NH2:6])=[O:5].[CH3:12][C@H:13]1[CH2:18][N:17]([C:19]2[N:24]=[CH:23][C:22]([NH2:25])=[CH:21][CH:20]=2)[CH2:16][C@@H:15]([CH3:26])[O:14]1.C(O[C:32](=[O:39])[NH:33][C@H:34]1[CH2:38][CH2:37][NH:36][CH2:35]1)(C)(C)C.[C:40](O)(=O)[CH:41]=C, predict the reaction product. The product is: [C:32]([NH:33][C@H:34]1[CH2:38][CH2:37][N:36]([C:9]2[CH:8]=[CH:7][C:3]([C:4]([NH2:6])=[O:5])=[C:2]([NH:25][C:22]3[CH:23]=[N:24][C:19]([N:17]4[CH2:16][C@H:15]([CH3:26])[O:14][C@H:13]([CH3:12])[CH2:18]4)=[CH:20][CH:21]=3)[N:10]=2)[CH2:35]1)(=[O:39])[CH:40]=[CH2:41]. (6) Given the reactants [F:1][C:2]1[CH:9]=[C:8]([CH:10]=O)[CH:7]=[CH:6][C:3]=1[C:4]#[N:5].[CH3:12][O:13][C:14]1[CH:15]=[C:16]([CH:18]=[CH:19][CH:20]=1)[NH2:17], predict the reaction product. The product is: [F:1][C:2]1[CH:9]=[C:8]([CH:10]=[N:17][C:16]2[CH:18]=[CH:19][CH:20]=[C:14]([O:13][CH3:12])[CH:15]=2)[CH:7]=[CH:6][C:3]=1[C:4]#[N:5]. (7) The product is: [Cl:16][C:17]1[CH:22]=[CH:21][C:20]([NH:23][CH2:14][CH2:13][CH2:12][N:3]2[C:4](=[O:11])[C:5]3[C:10](=[CH:9][CH:8]=[CH:7][CH:6]=3)[C:2]2=[O:1])=[CH:19][CH:18]=1. Given the reactants [O:1]=[C:2]1[C:10]2[C:5](=[CH:6][CH:7]=[CH:8][CH:9]=2)[C:4](=[O:11])[N:3]1[CH2:12][CH2:13][CH:14]=O.[Cl:16][C:17]1[CH:22]=[CH:21][C:20]([NH2:23])=[CH:19][CH:18]=1.C(O[BH-](OC(=O)C)OC(=O)C)(=O)C.[Na+].C(O)(=O)C, predict the reaction product.